The task is: Predict the reaction yield, written as a fraction of the theoretical maximum amount of product (1.0 means a 100% yield; for example, 0.34 means a 34% yield).. This data is from Reaction yield outcomes from USPTO patents with 853,638 reactions. (1) The reactants are [Br:1][C:2]1[CH:3]=[C:4]2[C:8](=[CH:9][CH:10]=1)[NH:7][C:6](=[O:11])[CH2:5]2.[CH3:12][N:13]([CH3:28])[CH2:14][CH2:15][NH:16][C:17]([C:19]1[C:23]([CH3:24])=[C:22]([CH:25]=O)[NH:21][C:20]=1[CH3:27])=[O:18]. No catalyst specified. The product is [CH3:12][N:13]([CH3:28])[CH2:14][CH2:15][NH:16][C:17]([C:19]1[C:23]([CH3:24])=[C:22]([CH:25]=[C:5]2[C:4]3[C:8](=[CH:9][CH:10]=[C:2]([Br:1])[CH:3]=3)[NH:7][C:6]2=[O:11])[NH:21][C:20]=1[CH3:27])=[O:18]. The yield is 0.830. (2) The yield is 0.390. The reactants are C(=O)([O-])[O-].[K+].[K+].I[CH3:8].[CH:9]1([NH:15][C:16]2[C:17]([NH2:22])=[CH:18][CH:19]=[CH:20][CH:21]=2)[CH2:14][CH2:13][CH2:12][CH2:11][CH2:10]1.O. The catalyst is CN(C=O)C. The product is [CH:9]1([NH:15][C:16]2[C:17]([NH:22][CH3:8])=[CH:18][CH:19]=[CH:20][CH:21]=2)[CH2:14][CH2:13][CH2:12][CH2:11][CH2:10]1. (3) The catalyst is C(OC(=O)C)(=O)C. The yield is 0.370. The reactants are [F:1][C:2]1[CH:7]=[C:6]([I:8])[CH:5]=[CH:4][C:3]=1[N:9]1[C:14]([NH:15][CH3:16])=[CH:13][C:12](=[O:17])[N:11]([CH3:18])[C:10]1=[O:19].[CH3:20][CH:21]([C:25]([OH:27])=O)[C:22]([OH:24])=O. The product is [F:1][C:2]1[CH:7]=[C:6]([I:8])[CH:5]=[CH:4][C:3]=1[N:9]1[C:14]2[N:15]([CH3:16])[C:25](=[O:27])[C:21]([CH3:20])=[C:22]([OH:24])[C:13]=2[C:12](=[O:17])[N:11]([CH3:18])[C:10]1=[O:19].